From a dataset of Full USPTO retrosynthesis dataset with 1.9M reactions from patents (1976-2016). Predict the reactants needed to synthesize the given product. (1) Given the product [Cl:1][C:2]1[CH:27]=[CH:26][C:5]2[C:6](=[O:25])[N:7]=[C:8]([C:10]3[N:15]=[C:14]([CH2:16][CH2:17][C:18]([O:20][CH2:28][CH3:29])=[O:19])[CH:13]=[C:12]([S:21]([CH3:24])(=[O:22])=[O:23])[CH:11]=3)[S:9][C:4]=2[CH:3]=1, predict the reactants needed to synthesize it. The reactants are: [Cl:1][C:2]1[CH:27]=[CH:26][C:5]2[C:6](=[O:25])[N:7]=[C:8]([C:10]3[N:15]=[C:14]([CH2:16][CH2:17][C:18]([OH:20])=[O:19])[CH:13]=[C:12]([S:21]([CH3:24])(=[O:23])=[O:22])[CH:11]=3)[S:9][C:4]=2[CH:3]=1.[CH2:28](N(CC)CC)[CH3:29].C(Cl)(=O)OCC.[Cl-].[NH4+]. (2) Given the product [C:65]([O:13][C@@H:14]1[CH2:15][CH2:16][C@H:17]([N:20]2[CH2:24][CH2:23][C@@:22]3([CH2:29][CH2:28][CH2:27][N:26]([C:30]([O:32][CH2:33][C:34]4[CH:35]=[CH:36][CH:37]=[CH:38][CH:39]=4)=[O:31])[CH2:25]3)[C:21]2=[O:40])[CH2:18][CH2:19]1)(=[O:72])[C:66]1[CH:71]=[CH:70][CH:69]=[CH:68][CH:67]=1, predict the reactants needed to synthesize it. The reactants are: N(C(OCC)=O)=NC(OCC)=O.[OH:13][C@H:14]1[CH2:19][CH2:18][C@H:17]([N:20]2[CH2:24][CH2:23][C@@:22]3([CH2:29][CH2:28][CH2:27][N:26]([C:30]([O:32][CH2:33][C:34]4[CH:39]=[CH:38][CH:37]=[CH:36][CH:35]=4)=[O:31])[CH2:25]3)[C:21]2=[O:40])[CH2:16][CH2:15]1.C1(P(C2C=CC=CC=2)C2C=CC=CC=2)C=CC=CC=1.O1CCCC1.[C:65](O)(=[O:72])[C:66]1[CH:71]=[CH:70][CH:69]=[CH:68][CH:67]=1. (3) Given the product [C:36]([C:34]1[CH:35]=[C:31]([NH:30][C:29]([N:25]2[C:26]3[C:22](=[CH:21][C:20]([O:19][C:14]4[C:15]5[CH2:16][CH:17]([CH3:18])[NH:8][CH2:9][C:10]=5[N:11]=[CH:12][N:13]=4)=[CH:28][CH:27]=3)[CH:23]=[CH:24]2)=[O:40])[NH:32][N:33]=1)([CH3:39])([CH3:37])[CH3:38], predict the reactants needed to synthesize it. The reactants are: C(OC([N:8]1[CH:17]([CH3:18])[CH2:16][C:15]2[C:14]([O:19][C:20]3[CH:21]=[C:22]4[C:26](=[CH:27][CH:28]=3)[N:25]([C:29](=[O:40])[NH:30][C:31]3[NH:32][N:33]=[C:34]([C:36]([CH3:39])([CH3:38])[CH3:37])[CH:35]=3)[CH:24]=[CH:23]4)=[N:13][CH:12]=[N:11][C:10]=2[CH2:9]1)=O)(C)(C)C.C(O)(C(F)(F)F)=O. (4) Given the product [I:1][C:2]1[C:6]([C:7](=[O:9])[CH3:8])=[N:5][N:4]([CH2:17][C:18]2[CH:23]=[CH:22][C:21]([O:24][CH3:25])=[CH:20][CH:19]=2)[CH:3]=1, predict the reactants needed to synthesize it. The reactants are: [I:1][C:2]1[CH:3]=[N:4][NH:5][C:6]=1[C:7](=[O:9])[CH3:8].C([O-])([O-])=O.[K+].[K+].Cl[CH2:17][C:18]1[CH:23]=[CH:22][C:21]([O:24][CH3:25])=[CH:20][CH:19]=1. (5) The reactants are: [Br:1][C:2]1[CH:7]=[CH:6][C:5]([C:8](=[N:22][O:23][CH2:24][CH3:25])[CH:9]2[CH2:14][CH2:13][N:12]([C:15]3([CH3:21])[CH2:20][CH2:19][NH:18][CH2:17][CH2:16]3)[CH2:11][CH2:10]2)=[CH:4][CH:3]=1.[F:26][C:27]([F:42])([F:41])[C:28]1[CH:37]=[C:36]2[C:31]([C:32]([C:38](O)=[O:39])=[CH:33][CH:34]=[N:35]2)=[CH:30][CH:29]=1.CCN(CC)CC.CN(C(ON1N=NC2C=CC=NC1=2)=[N+](C)C)C.F[P-](F)(F)(F)(F)F. Given the product [Br:1][C:2]1[CH:7]=[CH:6][C:5]([C:8](=[N:22][O:23][CH2:24][CH3:25])[CH:9]2[CH2:10][CH2:11][N:12]([C:15]3([CH3:21])[CH2:20][CH2:19][N:18]([C:38]([C:32]4[C:31]5[C:36](=[CH:37][C:28]([C:27]([F:42])([F:26])[F:41])=[CH:29][CH:30]=5)[N:35]=[CH:34][CH:33]=4)=[O:39])[CH2:17][CH2:16]3)[CH2:13][CH2:14]2)=[CH:4][CH:3]=1, predict the reactants needed to synthesize it. (6) Given the product [C:1]([C:5]1[N:6]=[C:7]([N:16]2[CH2:20][CH2:19][C:18]([F:21])([F:22])[CH2:17]2)[C:8]2[N:13]=[N:12][N:11]([CH2:14][C:15]3[CH:50]=[CH:49][C:48]([Cl:51])=[CH:47][CH:46]=3)[C:9]=2[N:10]=1)([CH3:2])([CH3:3])[CH3:4], predict the reactants needed to synthesize it. The reactants are: [C:1]([C:5]1[N:6]=[C:7]([N:16]2[CH2:20][CH2:19][C:18]([F:22])([F:21])[CH2:17]2)[C:8]2[N:13]=[N:12][N:11]([CH2:14][CH3:15])[C:9]=2[N:10]=1)([CH3:4])([CH3:3])[CH3:2].C(C1N=C(N2CCC(F)(F)C2)C2N=NNC=2N=1)(C)(C)C.BrCC1[CH:50]=[CH:49][C:48]([Cl:51])=[CH:47][CH:46]=1. (7) Given the product [CH3:41][S:38]([C:35]1[CH:36]=[CH:37][C:32]([O:31][C:30]2[C:16]([CH:12]3[CH2:13][CH2:14][CH2:15][NH:11]3)=[CH:17][C:18]3[NH:22][C:21]([C:23]4[CH:28]=[N:27][CH:26]=[CH:25][N:24]=4)=[N:20][C:19]=3[CH:29]=2)=[CH:33][CH:34]=1)(=[O:40])=[O:39], predict the reactants needed to synthesize it. The reactants are: C(=O)([O-])[O-].[K+].[K+].FC(F)(F)C([N:11]1[CH2:15][CH2:14][CH2:13][CH:12]1[C:16]1[C:30]([O:31][C:32]2[CH:37]=[CH:36][C:35]([S:38]([CH3:41])(=[O:40])=[O:39])=[CH:34][CH:33]=2)=[CH:29][C:19]2[N:20]=[C:21]([C:23]3[CH:28]=[N:27][CH:26]=[CH:25][N:24]=3)[NH:22][C:18]=2[CH:17]=1)=O.